From a dataset of Full USPTO retrosynthesis dataset with 1.9M reactions from patents (1976-2016). Predict the reactants needed to synthesize the given product. (1) Given the product [Cl:1][C:2]1[CH:7]=[CH:6][CH:5]=[CH:4][C:3]=1[C:8]1[CH:9]=[C:10]2[C:14]3=[C:15]([CH2:17][CH2:18][N:13]3[C@@H:12]3[CH2:19][CH2:20][N:21]([CH2:30][CH2:31][CH2:32][C:33]([C:35]4[CH:36]=[CH:37][C:38]([F:41])=[CH:39][CH:40]=4)=[O:34])[CH2:22][C@H:11]23)[CH:16]=1, predict the reactants needed to synthesize it. The reactants are: [Cl:1][C:2]1[CH:7]=[CH:6][CH:5]=[CH:4][C:3]=1[C:8]1[CH:9]=[C:10]2[C:14]3=[C:15]([CH2:17][CH2:18][N:13]3[C@@H:12]3[CH2:19][CH2:20][NH:21][CH2:22][C@H:11]23)[CH:16]=1.C([O-])([O-])=O.[K+].[K+].Cl[CH2:30][CH2:31][CH2:32][C:33]([C:35]1[CH:40]=[CH:39][C:38]([F:41])=[CH:37][CH:36]=1)=[O:34]. (2) Given the product [N:28]1([CH2:2][CH2:3][CH2:4][CH2:5][O:6][C:7]2[CH:27]=[CH:26][C:10]3[C:11]([C:16]4[CH:21]=[CH:20][C:19]([C:22]([F:25])([F:24])[F:23])=[CH:18][CH:17]=4)=[N:12][S:13](=[O:15])(=[O:14])[C:9]=3[CH:8]=2)[CH2:33][CH2:32][CH2:31][CH2:30][CH2:29]1, predict the reactants needed to synthesize it. The reactants are: Br[CH2:2][CH2:3][CH2:4][CH2:5][O:6][C:7]1[CH:27]=[CH:26][C:10]2[C:11]([C:16]3[CH:21]=[CH:20][C:19]([C:22]([F:25])([F:24])[F:23])=[CH:18][CH:17]=3)=[N:12][S:13](=[O:15])(=[O:14])[C:9]=2[CH:8]=1.[NH:28]1[CH2:33][CH2:32][CH2:31][CH2:30][CH2:29]1. (3) Given the product [NH:29]1[C:20]([C:19]2[CH:22]=[CH:23][C:16]([C:7]3[C:6](=[O:24])[C:5]4[C:10](=[CH:11][C:2]([OH:1])=[CH:3][CH:4]=4)[O:9][C:8]=3[C:12]([F:15])([F:13])[F:14])=[CH:17][CH:18]=2)=[N:21][N:31]=[N:30]1, predict the reactants needed to synthesize it. The reactants are: [OH:1][C:2]1[CH:11]=[C:10]2[C:5]([C:6](=[O:24])[C:7]([C:16]3[CH:23]=[CH:22][C:19]([C:20]#[N:21])=[CH:18][CH:17]=3)=[C:8]([C:12]([F:15])([F:14])[F:13])[O:9]2)=[CH:4][CH:3]=1.[Si]([N:29]=[N+:30]=[N-:31])(C)(C)C. (4) The reactants are: [F:1][C:2]1[CH:7]=[CH:6][CH:5]=[CH:4][C:3]=1[CH2:8][O:9][C:10]1[CH:15]=[CH:14][C:13]([C@H:16]2[CH2:20][CH2:19][C@@H:18]([C:21]([NH:23][CH3:24])=[O:22])[N:17]2C(OC(C)(C)C)=O)=[CH:12][CH:11]=1.C([Cl:35])(C)=O. Given the product [ClH:35].[F:1][C:2]1[CH:7]=[CH:6][CH:5]=[CH:4][C:3]=1[CH2:8][O:9][C:10]1[CH:15]=[CH:14][C:13]([C@@H:16]2[NH:17][C@H:18]([C:21]([NH:23][CH3:24])=[O:22])[CH2:19][CH2:20]2)=[CH:12][CH:11]=1, predict the reactants needed to synthesize it. (5) The reactants are: [OH:1][C@@H:2]1[CH2:6][N:5](C(OC(C)(C)C)=O)[C@H:4]([C:14]([O:16]C)=O)[CH2:3]1.F[C@H]1CN(C(OC(C)(C)C)=O)[C@H](C(=O)[NH:32][C:33]2[CH:38]=[N:37][CH:36]=[CH:35][N:34]=2)C1.F[C@H]1CN[C@H](C(NC2C=NC=CN=2)=O)C1. Given the product [OH:1][C@@H:2]1[CH2:6][NH:5][C@H:4]([C:14]([NH:32][C:33]2[CH:38]=[N:37][CH:36]=[CH:35][N:34]=2)=[O:16])[CH2:3]1, predict the reactants needed to synthesize it. (6) The reactants are: [OH:1][C:2]1[CH:7]=[CH:6][CH:5]=[CH:4][C:3]=1[N:8]1[C:17](=[O:18])[C:16]2[C:11](=[CH:12][CH:13]=[CH:14][CH:15]=2)[N:10]=[C:9]1[CH:19]([N:21]1[CH2:26][CH2:25][NH:24][CH2:23][CH2:22]1)[CH3:20].[Cl:27][C:28]1[CH:38]=[CH:37][C:31]([O:32][CH2:33][C:34](Cl)=[O:35])=[CH:30][CH:29]=1. Given the product [Cl:27][C:28]1[CH:38]=[CH:37][C:31]([O:32][CH2:33][C:34]([N:24]2[CH2:23][CH2:22][N:21]([CH:19]([C:9]3[N:8]([C:3]4[CH:4]=[CH:5][CH:6]=[CH:7][C:2]=4[OH:1])[C:17](=[O:18])[C:16]4[C:11](=[CH:12][CH:13]=[CH:14][CH:15]=4)[N:10]=3)[CH3:20])[CH2:26][CH2:25]2)=[O:35])=[CH:30][CH:29]=1, predict the reactants needed to synthesize it. (7) Given the product [C@@H:1]1([C:10]2[C:11](=[O:16])[NH:12][CH:13]=[C:14]([I:17])[CH:15]=2)[O:7][C@H:6]([CH2:8][OH:9])[C@@H:4]([OH:5])[C@H:2]1[OH:3], predict the reactants needed to synthesize it. The reactants are: [C@@H:1]1([C:10]2[C:11](=[O:16])[NH:12][CH:13]=[CH:14][CH:15]=2)[O:7][C@H:6]([CH2:8][OH:9])[C@@H:4]([OH:5])[C@H:2]1[OH:3].[I:17]I.[I-].[K+].C(=O)([O-])[O-].[Na+].[Na+]. (8) Given the product [C:1]([S:5][C:6]1[C:14]2[C:9](=[CH:10][CH:11]=[C:12]([O:15][CH2:16][C:17]3[CH:22]=[CH:21][CH:20]=[CH:19][N:18]=3)[CH:13]=2)[N:8]([CH2:23][C:24]2[CH:25]=[CH:26][C:27]([C:28]3[O:29][C:40]([NH2:41])=[N:31][N:30]=3)=[CH:32][CH:33]=2)[C:7]=1[CH2:34][C:35]([CH3:38])([CH3:37])[CH3:36])([CH3:4])([CH3:3])[CH3:2], predict the reactants needed to synthesize it. The reactants are: [C:1]([S:5][C:6]1[C:14]2[C:9](=[CH:10][CH:11]=[C:12]([O:15][CH2:16][C:17]3[CH:22]=[CH:21][CH:20]=[CH:19][N:18]=3)[CH:13]=2)[N:8]([CH2:23][C:24]2[CH:33]=[CH:32][C:27]([C:28]([NH:30][NH2:31])=[O:29])=[CH:26][CH:25]=2)[C:7]=1[CH2:34][C:35]([CH3:38])([CH3:37])[CH3:36])([CH3:4])([CH3:3])[CH3:2].C1N=C[N:41](C(N2C=NC=C2)=N)[CH:40]=1. (9) Given the product [CH:1]1([C:5]([N:17]2[C@H:14]([C:8]3[CH:13]=[CH:12][CH:11]=[CH:10][CH:9]=3)[C@@H:15]([O:19][Si:20]([CH2:25][CH3:26])([CH2:23][CH3:24])[CH2:21][CH3:22])[C:16]2=[O:18])=[O:6])[CH2:4][CH2:3][CH2:2]1, predict the reactants needed to synthesize it. The reactants are: [CH:1]1([C:5](Cl)=[O:6])[CH2:4][CH2:3][CH2:2]1.[C:8]1([C@H:14]2[NH:17][C:16](=[O:18])[C@@H:15]2[O:19][Si:20]([CH2:25][CH3:26])([CH2:23][CH3:24])[CH2:21][CH3:22])[CH:13]=[CH:12][CH:11]=[CH:10][CH:9]=1.